This data is from Forward reaction prediction with 1.9M reactions from USPTO patents (1976-2016). The task is: Predict the product of the given reaction. (1) Given the reactants [ClH:1].[CH3:2][O:3][C:4]([C:6]1[NH:7][C:8]([C@@H:11]([NH:13]C(OC(C)(C)C)=O)[CH3:12])=[N:9][CH:10]=1)=[O:5], predict the reaction product. The product is: [ClH:1].[CH3:2][O:3][C:4]([C:6]1[NH:7][C:8]([C@@H:11]([NH2:13])[CH3:12])=[N:9][CH:10]=1)=[O:5]. (2) Given the reactants CC(OC(=O)[NH:7][CH2:8][CH2:9][C@@H:10]([O:16][C:17]1[CH:22]=[C:21]([Cl:23])[CH:20]=[CH:19][C:18]=1[C:24]#[N:25])[C:11]1[S:12][CH:13]=[CH:14][N:15]=1)(C)C.Cl, predict the reaction product. The product is: [ClH:23].[NH2:7][CH2:8][CH2:9][C@@H:10]([O:16][C:17]1[CH:22]=[C:21]([Cl:23])[CH:20]=[CH:19][C:18]=1[C:24]#[N:25])[C:11]1[S:12][CH:13]=[CH:14][N:15]=1. (3) Given the reactants C([O:8][C:9]1[C:10]([CH3:22])=[N:11][C:12]([N:17]2[CH2:21][CH2:20][CH2:19][CH2:18]2)=[C:13]([CH3:16])[C:14]=1[CH3:15])C1C=CC=CC=1, predict the reaction product. The product is: [CH3:22][C:10]1[C:9]([OH:8])=[C:14]([CH3:15])[C:13]([CH3:16])=[C:12]([N:17]2[CH2:21][CH2:20][CH2:19][CH2:18]2)[N:11]=1.